From a dataset of Full USPTO retrosynthesis dataset with 1.9M reactions from patents (1976-2016). Predict the reactants needed to synthesize the given product. The reactants are: Cl.[Cl:2][C:3]1[C:4]([F:19])=[CH:5][C:6]2[NH:10][C:9](=[O:11])[N:8]([CH:12]3[CH2:17][CH2:16][NH:15][CH2:14][CH2:13]3)[C:7]=2[CH:18]=1.[O:20]1[CH2:25][CH2:24][C:23](=O)[CH2:22][CH2:21]1.[BH3-]C#N.[Na+]. Given the product [Cl:2][C:3]1[C:4]([F:19])=[CH:5][C:6]2[NH:10][C:9](=[O:11])[N:8]([CH:12]3[CH2:13][CH2:14][N:15]([CH:23]4[CH2:24][CH2:25][O:20][CH2:21][CH2:22]4)[CH2:16][CH2:17]3)[C:7]=2[CH:18]=1, predict the reactants needed to synthesize it.